Dataset: Peptide-MHC class II binding affinity with 134,281 pairs from IEDB. Task: Regression. Given a peptide amino acid sequence and an MHC pseudo amino acid sequence, predict their binding affinity value. This is MHC class II binding data. (1) The peptide sequence is SEYMTSWFYDNDNPY. The binding affinity (normalized) is 0.458. The MHC is HLA-DQA10201-DQB10303 with pseudo-sequence HLA-DQA10201-DQB10303. (2) The peptide sequence is NDNNLYKLHGGHVSC. The MHC is DRB1_0701 with pseudo-sequence DRB1_0701. The binding affinity (normalized) is 0.504.